From a dataset of Full USPTO retrosynthesis dataset with 1.9M reactions from patents (1976-2016). Predict the reactants needed to synthesize the given product. Given the product [F:1][C:2]1[C:3]([F:12])=[CH:4][C:5]2[S:9][C:8](=[N:10][C:17](=[O:18])[C:16]3[CH:20]=[CH:21][CH:22]=[CH:23][C:15]=3[C:14]([F:25])([F:24])[F:13])[N:7]([CH:27]([CH2:32][CH3:33])[C:28]([OH:30])=[O:29])[C:6]=2[CH:11]=1, predict the reactants needed to synthesize it. The reactants are: [F:1][C:2]1[C:3]([F:12])=[CH:4][C:5]2[S:9][C:8]([NH2:10])=[N:7][C:6]=2[CH:11]=1.[F:13][C:14]([F:25])([F:24])[C:15]1[CH:23]=[CH:22][CH:21]=[CH:20][C:16]=1[C:17](Cl)=[O:18].Br[CH:27]([CH2:32][CH3:33])[C:28]([O:30]C)=[O:29].COC1C=CC2N=C(N)SC=2C=1.ClC1C=C(C=CC=1)C(Cl)=O.BrCC(OCC)=O.